Dataset: CYP1A2 inhibition data for predicting drug metabolism from PubChem BioAssay. Task: Regression/Classification. Given a drug SMILES string, predict its absorption, distribution, metabolism, or excretion properties. Task type varies by dataset: regression for continuous measurements (e.g., permeability, clearance, half-life) or binary classification for categorical outcomes (e.g., BBB penetration, CYP inhibition). Dataset: cyp1a2_veith. (1) The drug is Cn1c(=O)c2[nH]c(CCNC(=O)c3ccccc3)nc2n(C)c1=O. The result is 0 (non-inhibitor). (2) The compound is CCOC(=O)N1CCC(NC(=O)CS(=O)(=O)Cc2nc(-c3cccc(OC)c3)oc2C)CC1. The result is 0 (non-inhibitor). (3) The compound is O=C(Cn1ccc([N+](=O)[O-])n1)N1CCc2ccccc2C1. The result is 1 (inhibitor). (4) The molecule is COc1ccc(CC[N@+]2(C)COc3cc4oc(=O)cc(C)c4cc3C2)cc1OC. The result is 0 (non-inhibitor). (5) The compound is Oc1ccc2ccccc2c1Cc1c(O)ccc2ccccc12. The result is 1 (inhibitor).